Dataset: Forward reaction prediction with 1.9M reactions from USPTO patents (1976-2016). Task: Predict the product of the given reaction. (1) Given the reactants [CH:1]([C:3]1[CH:23]=[CH:22][C:6]([CH2:7][N:8]([CH2:16][C:17]2[NH:18][CH:19]=[CH:20][N:21]=2)[C:9]([C:11]2[NH:12][CH:13]=[CH:14][N:15]=2)=[O:10])=[CH:5][CH:4]=1)=O.[S:24]1[CH:28]=[CH:27][CH:26]=[C:25]1[CH2:29][N:30]1[CH2:34][CH2:33][C:32]2([CH2:38][CH2:37][NH:36][CH2:35]2)[CH2:31]1, predict the reaction product. The product is: [NH:21]1[CH:20]=[CH:19][N:18]=[C:17]1[CH2:16][N:8]([CH2:7][C:6]1[CH:22]=[CH:23][C:3]([CH2:1][N:36]2[CH2:37][CH2:38][C:32]3([CH2:33][CH2:34][N:30]([CH2:29][C:25]4[S:24][CH:28]=[CH:27][CH:26]=4)[CH2:31]3)[CH2:35]2)=[CH:4][CH:5]=1)[C:9]([C:11]1[NH:12][CH:13]=[CH:14][N:15]=1)=[O:10]. (2) Given the reactants [NH:1]1[CH2:6][CH2:5][C:4]2([O:11][C:10]3[C:12]4[C:17]([C:18](=[O:21])[C:19](=[O:20])[C:9]=3[S:8][CH2:7]2)=[CH:16][CH:15]=[CH:14][CH:13]=4)[CH2:3][CH2:2]1.[Cl:22][C:23]1[CH:24]=[C:25]([S:29](Cl)(=[O:31])=[O:30])[CH:26]=[CH:27][CH:28]=1, predict the reaction product. The product is: [Cl:22][C:23]1[CH:24]=[C:25]([S:29]([N:1]2[CH2:2][CH2:3][C:4]3([O:11][C:10]4[C:12]5[C:17]([C:18](=[O:21])[C:19](=[O:20])[C:9]=4[S:8][CH2:7]3)=[CH:16][CH:15]=[CH:14][CH:13]=5)[CH2:5][CH2:6]2)(=[O:31])=[O:30])[CH:26]=[CH:27][CH:28]=1. (3) Given the reactants [C:1]([S:5](/[N:7]=[C:8](/[C:10]1[N:11]=[N:12][N:13]([C:15]2[CH:16]=[C:17]([CH:30]=[C:31]([N:33]([S:37]([CH3:40])(=[O:39])=[O:38])[CH2:34][CH2:35][CH3:36])[CH:32]=2)[C:18]([NH:20][C@@H:21]([C:23]2[CH:28]=[CH:27][C:26]([F:29])=[CH:25][CH:24]=2)[CH3:22])=[O:19])[CH:14]=1)\[CH3:9])=[O:6])([CH3:4])([CH3:3])[CH3:2].C[Al](C)C.[CH2:45]([Li])[C:46]1[CH:51]=[CH:50][CH:49]=[CH:48][CH:47]=1, predict the reaction product. The product is: [C:1]([S:5]([NH:7][C:8]([C:10]1[N:11]=[N:12][N:13]([C:15]2[CH:16]=[C:17]([CH:30]=[C:31]([N:33]([S:37]([CH3:40])(=[O:38])=[O:39])[CH2:34][CH2:35][CH3:36])[CH:32]=2)[C:18]([NH:20][C@@H:21]([C:23]2[CH:28]=[CH:27][C:26]([F:29])=[CH:25][CH:24]=2)[CH3:22])=[O:19])[CH:14]=1)([CH3:9])[CH2:45][C:46]1[CH:51]=[CH:50][CH:49]=[CH:48][CH:47]=1)=[O:6])([CH3:2])([CH3:4])[CH3:3]. (4) Given the reactants [Cl:1][C:2]1[N:7]=[C:6]([NH:8][NH:9][C:10](=[O:30])[C@H:11]([CH2:24][CH:25]2[CH2:29][CH2:28][CH2:27][CH2:26]2)[CH2:12][N:13]([O:16]CC2C=CC=CC=2)[CH:14]=[O:15])[C:5]([F:31])=[C:4]([N:32]2[CH2:36][CH:35]([N:37]([CH3:39])[CH3:38])[CH2:34][C:33]2([CH3:41])[CH3:40])[N:3]=1, predict the reaction product. The product is: [Cl:1][C:2]1[N:7]=[C:6]([NH:8][NH:9][C:10](=[O:30])[C@H:11]([CH2:24][CH:25]2[CH2:26][CH2:27][CH2:28][CH2:29]2)[CH2:12][N:13]([OH:16])[CH:14]=[O:15])[C:5]([F:31])=[C:4]([N:32]2[CH2:36][CH:35]([N:37]([CH3:39])[CH3:38])[CH2:34][C:33]2([CH3:41])[CH3:40])[N:3]=1. (5) Given the reactants [CH3:1][O:2][C:3](=[O:25])[CH2:4][O:5][CH2:6][CH2:7][CH2:8][CH2:9][N:10]1[C@@H:14](/[CH:15]=[CH:16]/[C:17](=[O:23])[CH2:18][CH2:19][CH2:20][CH2:21][CH3:22])[CH2:13][CH2:12][C:11]1=[O:24].O[C@@H](CCCCC)/C=C/[C@H]1CCC(=O)N1CCSCCCC(O)=O.B1(C)OC(C2C=CC=CC=2)(C2C=CC=CC=2)[C@@H]2N1CCC2.Cl, predict the reaction product. The product is: [CH3:1][O:2][C:3](=[O:25])[CH2:4][O:5][CH2:6][CH2:7][CH2:8][CH2:9][N:10]1[C:11](=[O:24])[CH2:12][CH2:13][C@@H:14]1/[CH:15]=[CH:16]/[C@@H:17]([OH:23])[CH2:18][CH2:19][CH2:20][CH2:21][CH3:22]. (6) Given the reactants [CH:1](=[O:4])[CH2:2][CH3:3].[N+:5](/[CH:8]=[CH:9]/[C:10]1[CH:15]=[CH:14][CH:13]=[CH:12][CH:11]=1)([O-:7])=[O:6].CCOCC.[Na+].[Cl-], predict the reaction product. The product is: [N+:5]([CH2:8][C@@H:9]([C:10]1[CH:15]=[CH:14][CH:13]=[CH:12][CH:11]=1)[C:1](=[O:4])[CH2:2][CH3:3])([O-:7])=[O:6]. (7) Given the reactants [NH2:1][C:2]1[N:3]=[CH:4][C:5]2[C:10]([CH:11]=1)=[CH:9][CH:8]=[CH:7][CH:6]=2.N1C=CC=CC=1.[C:18](Cl)(=O)[O:19]C1C=CC([N+]([O-])=O)=CC=1.[Cl:31][C:32]1[CH:38]=[C:37]([O:39][C:40]2[C:41]3[N:48]([CH3:49])[CH:47]=[CH:46][C:42]=3[N:43]=[CH:44][N:45]=2)[CH:36]=[CH:35][C:33]=1[NH2:34], predict the reaction product. The product is: [Cl:31][C:32]1[CH:38]=[C:37]([O:39][C:40]2[C:41]3[N:48]([CH3:49])[CH:47]=[CH:46][C:42]=3[N:43]=[CH:44][N:45]=2)[CH:36]=[CH:35][C:33]=1[NH:34][C:18]([NH:1][C:2]1[N:3]=[CH:4][C:5]2[C:10]([CH:11]=1)=[CH:9][CH:8]=[CH:7][CH:6]=2)=[O:19]. (8) Given the reactants [C:1]([C:4]1[CH:13]=[C:12]2[C:7]([C:8]([NH:17][CH2:18][C:19]3[CH:24]=[CH:23][C:22]([NH:25][C:26](=[O:34])[C:27]4[CH:32]=[CH:31][C:30]([F:33])=[CH:29][CH:28]=4)=[CH:21][CH:20]=3)=[N:9][C:10]([N:14]([CH3:16])[CH3:15])=[N:11]2)=[CH:6][CH:5]=1)(=[O:3])[CH3:2].[BH4-].[Na+], predict the reaction product. The product is: [CH3:16][N:14]([CH3:15])[C:10]1[N:9]=[C:8]([NH:17][CH2:18][C:19]2[CH:20]=[CH:21][C:22]([NH:25][C:26](=[O:34])[C:27]3[CH:32]=[CH:31][C:30]([F:33])=[CH:29][CH:28]=3)=[CH:23][CH:24]=2)[C:7]2[C:12](=[CH:13][C:4]([CH:1]([OH:3])[CH3:2])=[CH:5][CH:6]=2)[N:11]=1.